From a dataset of NCI-60 drug combinations with 297,098 pairs across 59 cell lines. Regression. Given two drug SMILES strings and cell line genomic features, predict the synergy score measuring deviation from expected non-interaction effect. (1) Drug 1: CC(CN1CC(=O)NC(=O)C1)N2CC(=O)NC(=O)C2. Drug 2: N.N.Cl[Pt+2]Cl. Cell line: CAKI-1. Synergy scores: CSS=28.5, Synergy_ZIP=-8.27, Synergy_Bliss=-3.23, Synergy_Loewe=-0.594, Synergy_HSA=0.418. (2) Drug 1: CC(C)CN1C=NC2=C1C3=CC=CC=C3N=C2N. Drug 2: C1C(C(OC1N2C=NC3=C2NC=NCC3O)CO)O. Cell line: SR. Synergy scores: CSS=6.54, Synergy_ZIP=-3.71, Synergy_Bliss=-5.71, Synergy_Loewe=-3.37, Synergy_HSA=-3.33. (3) Drug 1: C1=CC(=C2C(=C1NCCNCCO)C(=O)C3=C(C=CC(=C3C2=O)O)O)NCCNCCO. Drug 2: C1=C(C(=O)NC(=O)N1)N(CCCl)CCCl. Cell line: A498. Synergy scores: CSS=36.5, Synergy_ZIP=-6.16, Synergy_Bliss=-4.33, Synergy_Loewe=-7.32, Synergy_HSA=0.430. (4) Drug 1: CN1C(=O)N2C=NC(=C2N=N1)C(=O)N. Drug 2: COC1=C2C(=CC3=C1OC=C3)C=CC(=O)O2. Cell line: A549. Synergy scores: CSS=3.60, Synergy_ZIP=-0.613, Synergy_Bliss=0.758, Synergy_Loewe=-0.445, Synergy_HSA=0.570. (5) Drug 1: CS(=O)(=O)OCCCCOS(=O)(=O)C. Drug 2: CC1=C(C(=O)C2=C(C1=O)N3CC4C(C3(C2COC(=O)N)OC)N4)N. Cell line: CAKI-1. Synergy scores: CSS=37.4, Synergy_ZIP=-5.45, Synergy_Bliss=-3.15, Synergy_Loewe=-49.5, Synergy_HSA=-3.09. (6) Drug 1: COC1=C(C=C2C(=C1)N=CN=C2NC3=CC(=C(C=C3)F)Cl)OCCCN4CCOCC4. Drug 2: COC1=CC(=CC(=C1O)OC)C2C3C(COC3=O)C(C4=CC5=C(C=C24)OCO5)OC6C(C(C7C(O6)COC(O7)C8=CC=CS8)O)O. Cell line: HCC-2998. Synergy scores: CSS=37.2, Synergy_ZIP=-1.01, Synergy_Bliss=5.20, Synergy_Loewe=7.04, Synergy_HSA=8.22. (7) Drug 1: C1CC(C1)(C(=O)O)C(=O)O.[NH2-].[NH2-].[Pt+2]. Drug 2: B(C(CC(C)C)NC(=O)C(CC1=CC=CC=C1)NC(=O)C2=NC=CN=C2)(O)O. Cell line: SF-295. Synergy scores: CSS=61.2, Synergy_ZIP=-0.467, Synergy_Bliss=4.99, Synergy_Loewe=-25.4, Synergy_HSA=2.67.